Regression. Given a peptide amino acid sequence and an MHC pseudo amino acid sequence, predict their binding affinity value. This is MHC class II binding data. From a dataset of Peptide-MHC class II binding affinity with 134,281 pairs from IEDB. The peptide sequence is IHRIRTLIGQEKYTD. The MHC is DRB5_0101 with pseudo-sequence DRB5_0101. The binding affinity (normalized) is 0.797.